Task: Predict the product of the given reaction.. Dataset: Forward reaction prediction with 1.9M reactions from USPTO patents (1976-2016) (1) Given the reactants [CH2:1]([O:3][C:4]([C:6]1[CH:7]2[N:30]([CH3:31])[CH:11]([CH2:12][C:13]=1[C:14]1[S:15][C:16]([CH2:20][CH2:21][O:22][Si](C(C)(C)C)(C)C)=[C:17]([CH3:19])[N:18]=1)[CH2:10][N:9]([C:32]([O:34][C:35]([CH3:38])([CH3:37])[CH3:36])=[O:33])[CH2:8]2)=[O:5])[CH3:2].C([O-])(O)=[O:40].[Na+].ClC(OC(Cl)=O)C.CCN(C(C)C)C(C)C.[CH3:60][C:61]([O:64]C(OC([O:64][C:61]([CH3:63])([CH3:62])[CH3:60])=O)=O)([CH3:63])[CH3:62], predict the reaction product. The product is: [CH2:1]([O:3][C:4]([C:6]1[CH:7]2[N:30]([C:31]([O:64][C:61]([CH3:63])([CH3:62])[CH3:60])=[O:40])[CH:11]([CH2:12][C:13]=1[C:14]1[S:15][C:16]([CH2:20][CH2:21][OH:22])=[C:17]([CH3:19])[N:18]=1)[CH2:10][N:9]([C:32]([O:34][C:35]([CH3:38])([CH3:37])[CH3:36])=[O:33])[CH2:8]2)=[O:5])[CH3:2]. (2) Given the reactants Br[C:2]1[C:3]([F:15])=[C:4]([NH:8][S:9]([CH2:12][CH2:13][CH3:14])(=[O:11])=[O:10])[CH:5]=[CH:6][CH:7]=1.C([O-])(=O)C.[K+].[B:21]1([B:21]2[O:25][C:24]([CH3:27])([CH3:26])[C:23]([CH3:29])([CH3:28])[O:22]2)[O:25][C:24]([CH3:27])([CH3:26])[C:23]([CH3:29])([CH3:28])[O:22]1.C(Cl)Cl, predict the reaction product. The product is: [F:15][C:3]1[C:2]([B:21]2[O:25][C:24]([CH3:27])([CH3:26])[C:23]([CH3:29])([CH3:28])[O:22]2)=[CH:7][CH:6]=[CH:5][C:4]=1[NH:8][S:9]([CH2:12][CH2:13][CH3:14])(=[O:11])=[O:10].